This data is from Full USPTO retrosynthesis dataset with 1.9M reactions from patents (1976-2016). The task is: Predict the reactants needed to synthesize the given product. (1) Given the product [C:16]([O:20][C:21]([N:4]1[CH2:3][C@@H:2]([CH3:1])[N:14]2[C:6](=[CH:7][C:8]3[C:13]2=[N:12][CH:11]=[C:10]([CH3:15])[CH:9]=3)[CH2:5]1)=[O:22])([CH3:19])([CH3:18])[CH3:17], predict the reactants needed to synthesize it. The reactants are: [CH3:1][C@H:2]1[N:14]2[C:6](=[CH:7][C:8]3[C:13]2=[N:12][CH:11]=[C:10]([CH3:15])[CH:9]=3)[CH2:5][NH:4][CH2:3]1.[C:16]([O:20][C:21](O[C:21]([O:20][C:16]([CH3:19])([CH3:18])[CH3:17])=[O:22])=[O:22])([CH3:19])([CH3:18])[CH3:17]. (2) Given the product [O:13]1[CH2:17][CH2:16][O:15][CH:14]1[C:18]1[CH:19]=[C:20]([B:25]([OH:30])[OH:26])[C:21]([F:24])=[N:22][CH:23]=1, predict the reactants needed to synthesize it. The reactants are: C(NC(C)C)(C)C.C([Li])CCC.[O:13]1[CH2:17][CH2:16][O:15][CH:14]1[C:18]1[CH:19]=[CH:20][C:21]([F:24])=[N:22][CH:23]=1.[B:25](OC(C)C)([O:30]C(C)C)[O:26]C(C)C. (3) Given the product [NH2:38][C:2]1[N:7]=[C:6]([C:8]2[S:12][C:11]([CH:13]3[CH2:18][CH2:17][CH2:16][CH2:15][CH2:14]3)=[N:10][C:9]=2[C:19]2[C:20]([F:37])=[C:21]([NH:25][S:26]([C:29]3[C:34]([F:35])=[CH:33][CH:32]=[CH:31][C:30]=3[F:36])(=[O:28])=[O:27])[CH:22]=[CH:23][CH:24]=2)[CH:5]=[CH:4][N:3]=1, predict the reactants needed to synthesize it. The reactants are: Cl[C:2]1[N:7]=[C:6]([C:8]2[S:12][C:11]([CH:13]3[CH2:18][CH2:17][CH2:16][CH2:15][CH2:14]3)=[N:10][C:9]=2[C:19]2[C:20]([F:37])=[C:21]([NH:25][S:26]([C:29]3[C:34]([F:35])=[CH:33][CH:32]=[CH:31][C:30]=3[F:36])(=[O:28])=[O:27])[CH:22]=[CH:23][CH:24]=2)[CH:5]=[CH:4][N:3]=1.[NH4+:38].[OH-]. (4) Given the product [CH3:3][C@@H:4]1[S:9][C:8]2[S:10][C:11]([S:13]([NH2:2])(=[O:15])=[O:14])=[CH:12][C:7]=2[C:6](=[O:17])[CH2:5]1, predict the reactants needed to synthesize it. The reactants are: [OH-].[NH4+:2].[CH3:3][C@@H:4]1[S:9][C:8]2[S:10][C:11]([S:13](Cl)(=[O:15])=[O:14])=[CH:12][C:7]=2[C:6](=[O:17])[CH2:5]1. (5) The reactants are: [CH3:1][O:2][C:3]1[CH:21]=[CH:20][C:6]([CH2:7][S:8][C:9]2[C:14]([Br:15])=[CH:13][N:12]=[C:11]([NH:16][C:17]([NH2:19])=[S:18])[CH:10]=2)=[CH:5][CH:4]=1.Br[CH2:23][C:24](=O)[CH2:25][CH2:26][C:27]1[CH:32]=[CH:31][CH:30]=[CH:29][CH:28]=1.C(N(CC)CC)C. Given the product [CH3:1][O:2][C:3]1[CH:4]=[CH:5][C:6]([CH2:7][S:8][C:9]2[C:14]([Br:15])=[CH:13][N:12]=[C:11]([NH:16][C:17]3[S:18][CH:23]=[C:24]([CH2:25][CH2:26][C:27]4[CH:32]=[CH:31][CH:30]=[CH:29][CH:28]=4)[N:19]=3)[CH:10]=2)=[CH:20][CH:21]=1, predict the reactants needed to synthesize it. (6) Given the product [CH2:1]([N:4]1[C:12]2[CH:11]=[CH:10][C:9]([C:13]([N:15]3[CH2:20][CH2:19][CH:18]([CH3:21])[CH2:17][CH2:16]3)=[O:14])=[CH:8][C:7]=2[CH:6]2[CH2:22][N:23]([C:30]([NH:29][CH:26]([CH3:28])[CH3:27])=[O:31])[CH2:24][CH2:25][CH:5]12)[CH:2]=[CH2:3], predict the reactants needed to synthesize it. The reactants are: [CH2:1]([N:4]1[C:12]2[CH:11]=[CH:10][C:9]([C:13]([N:15]3[CH2:20][CH2:19][CH:18]([CH3:21])[CH2:17][CH2:16]3)=[O:14])=[CH:8][C:7]=2[C:6]2[CH2:22][NH:23][CH2:24][CH2:25][C:5]1=2)[CH:2]=[CH2:3].[CH:26]([N:29]=[C:30]=[O:31])([CH3:28])[CH3:27]. (7) Given the product [CH3:1][C:2]1[N:6]2[CH:7]=[C:8]([NH2:12])[CH:9]=[C:10]([CH3:11])[C:5]2=[N:4][N:3]=1, predict the reactants needed to synthesize it. The reactants are: [CH3:1][C:2]1[N:6]2[CH:7]=[C:8]([N+:12]([O-])=O)[CH:9]=[C:10]([CH3:11])[C:5]2=[N:4][N:3]=1.[H][H]. (8) Given the product [F:22][C:15]1[CH:16]=[C:11]([S:8]([C:6]([CH3:21])([CH3:7])[CH2:5][CH2:4][NH2:3])(=[O:10])=[O:9])[CH:12]=[C:13]([C:17]([F:20])([F:19])[F:18])[CH:14]=1, predict the reactants needed to synthesize it. The reactants are: Cl.C[NH:3][CH2:4][CH2:5][C:6]([CH3:21])([S:8]([C:11]1[CH:16]=[CH:15][CH:14]=[C:13]([C:17]([F:20])([F:19])[F:18])[CH:12]=1)(=[O:10])=[O:9])[CH3:7].[F:22]C1C=C(SC(C)(C)CC(O)=O)C=C(C(F)(F)F)C=1. (9) Given the product [CH:22]1([C:25]#[C:26][C:7]2[CH2:12][CH2:11][N:10]([C:13]([O:15][C:16]([CH3:19])([CH3:18])[CH3:17])=[O:14])[CH2:9][CH:8]=2)[CH2:24][CH2:23]1, predict the reactants needed to synthesize it. The reactants are: FC(F)(F)S(O[C:7]1[CH2:12][CH2:11][N:10]([C:13]([O:15][C:16]([CH3:19])([CH3:18])[CH3:17])=[O:14])[CH2:9][CH:8]=1)(=O)=O.[CH:22]1([C:25]#[CH:26])[CH2:24][CH2:23]1.C(N(CC)CC)C. (10) Given the product [CH2:5]([C:9]1[N:10]([CH2:23][CH2:24][Cl:3])[C:11]2[C:20]3[CH:19]=[CH:18][CH:17]=[CH:16][C:15]=3[N:14]=[C:13]([NH2:21])[C:12]=2[N:22]=1)[CH2:6][CH2:7][CH3:8], predict the reactants needed to synthesize it. The reactants are: S(Cl)([Cl:3])=O.[CH2:5]([C:9]1[N:10]([CH2:23][CH2:24]O)[C:11]2[C:20]3[CH:19]=[CH:18][CH:17]=[CH:16][C:15]=3[N:14]=[C:13]([NH2:21])[C:12]=2[N:22]=1)[CH2:6][CH2:7][CH3:8].CN(C)C=O.